Predict the product of the given reaction. From a dataset of Forward reaction prediction with 1.9M reactions from USPTO patents (1976-2016). (1) Given the reactants C(OC(C(F)(F)F)=O)(C(F)(F)F)=O.[Cl:14][C:15]1[CH:16]=[C:17]2[C:21](=[CH:22][CH:23]=1)[NH:20][C:19]([C:24]([NH2:26])=O)=[C:18]2[S:27]([C:30]1[CH:35]=[CH:34][CH:33]=[CH:32][CH:31]=1)(=[O:29])=[O:28], predict the reaction product. The product is: [Cl:14][C:15]1[CH:16]=[C:17]2[C:21](=[CH:22][CH:23]=1)[NH:20][C:19]([C:24]#[N:26])=[C:18]2[S:27]([C:30]1[CH:31]=[CH:32][CH:33]=[CH:34][CH:35]=1)(=[O:29])=[O:28]. (2) The product is: [CH3:1][N:2]([CH2:4][CH2:5][CH:6]([O:7][C:8]1[CH:13]=[CH:12][CH:11]=[CH:10][C:9]=1[CH3:14])[C:15]1[CH:20]=[CH:19][CH:18]=[CH:17][CH:16]=1)[C:29](=[O:30])[O:31][C:32]1[CH:37]=[CH:36][CH:35]=[CH:34][CH:33]=1. Given the reactants [CH3:1][N:2]([CH2:4][CH2:5][CH:6]([C:15]1[CH:20]=[CH:19][CH:18]=[CH:17][CH:16]=1)[O:7][C:8]1[CH:13]=[CH:12][CH:11]=[CH:10][C:9]=1[CH3:14])C.C1(C)C=CC=CC=1.Cl[C:29]([O:31][C:32]1[CH:37]=[CH:36][CH:35]=[CH:34][CH:33]=1)=[O:30], predict the reaction product.